From a dataset of Catalyst prediction with 721,799 reactions and 888 catalyst types from USPTO. Predict which catalyst facilitates the given reaction. (1) Reactant: [OH-].[NH4+:2].P(=O)(O)(O)O.[B:8]([O-:11])([O-:10])[O-:9].[B:12]([O-:15])([O-:14])[O-:13].[B:16]([O-:19])([O-:18])[O-:17].[B:20]([O-:23])([O-:22])[O-:21].[Na+].[Na+].[Na+].[Na+].[Na+].[Na+].[Na+].[Na+].[Na+].[Na+].[Na+].[Na+]. Product: [B:8]([O-:11])([O-:10])[O-:9].[B:12]([O-:15])([O-:14])[O-:13].[B:16]([O-:19])([O-:18])[O-:17].[B:20]([O-:23])([O-:22])[O-:21].[B:8]([O-:11])([O-:10])[O-:9].[NH4+:2].[NH4+:2].[NH4+:2].[NH4+:2].[NH4+:2].[NH4+:2].[NH4+:2].[NH4+:2].[NH4+:2].[NH4+:2].[NH4+:2].[NH4+:2].[NH4+:2].[NH4+:2].[NH4+:2]. The catalyst class is: 6. (2) Reactant: Cl[C:2]1[CH:7]=[C:6]([NH:8][C:9]2[CH:18]=[CH:17][CH:16]=[CH:15][C:10]=2[C:11]([NH:13][CH3:14])=[O:12])[C:5]([C:19]([F:22])([F:21])[F:20])=[CH:4][N:3]=1.[CH3:23][O:24][C:25]1[CH:31]=[C:30]([N:32]2[CH2:37][CH2:36][O:35][CH2:34][CH2:33]2)[CH:29]=[CH:28][C:26]=1[NH2:27].CC1(C)C2C(=C(P(C3C=CC=CC=3)C3C=CC=CC=3)C=CC=2)OC2C(P(C3C=CC=CC=3)C3C=CC=CC=3)=CC=CC1=2.C(=O)([O-])[O-].[Cs+].[Cs+]. Product: [CH3:23][O:24][C:25]1[CH:31]=[C:30]([N:32]2[CH2:33][CH2:34][O:35][CH2:36][CH2:37]2)[CH:29]=[CH:28][C:26]=1[NH:27][C:2]1[CH:7]=[C:6]([NH:8][C:9]2[CH:18]=[CH:17][CH:16]=[CH:15][C:10]=2[C:11]([NH:13][CH3:14])=[O:12])[C:5]([C:19]([F:22])([F:21])[F:20])=[CH:4][N:3]=1. The catalyst class is: 62.